Dataset: Peptide-MHC class I binding affinity with 185,985 pairs from IEDB/IMGT. Task: Regression. Given a peptide amino acid sequence and an MHC pseudo amino acid sequence, predict their binding affinity value. This is MHC class I binding data. (1) The MHC is HLA-B07:02 with pseudo-sequence HLA-B07:02. The binding affinity (normalized) is 0.0847. The peptide sequence is ITDVQDMDP. (2) The peptide sequence is QTEENLLDF. The MHC is HLA-A66:01 with pseudo-sequence HLA-A66:01. The binding affinity (normalized) is 0.213. (3) The peptide sequence is TPKIRFWHV. The MHC is HLA-B51:01 with pseudo-sequence HLA-B51:01. The binding affinity (normalized) is 0.0847. (4) The peptide sequence is FYRNISDPL. The binding affinity (normalized) is 0.0847. The MHC is HLA-B15:01 with pseudo-sequence HLA-B15:01. (5) The peptide sequence is ATSIFKLTY. The MHC is HLA-A30:02 with pseudo-sequence HLA-A30:02. The binding affinity (normalized) is 0.509.